Dataset: Reaction yield outcomes from USPTO patents with 853,638 reactions. Task: Predict the reaction yield, written as a fraction of the theoretical maximum amount of product (1.0 means a 100% yield; for example, 0.34 means a 34% yield). (1) The reactants are [CH3:1][O:2][C:3]([C:5]1[CH:13]=[C:12]2[C:8]([C:9]([CH:16]=[O:17])=[CH:10][N:11]2[CH2:14][CH3:15])=[CH:7][CH:6]=1)=[O:4].CC1C=CC(S([CH2:28][N+:29]#[C-:30])(=O)=O)=CC=1.C([O-])([O-])=O.[K+].[K+]. The catalyst is CO. The product is [CH2:14]([N:11]1[C:12]2[C:8](=[CH:7][CH:6]=[C:5]([C:3]([O:2][CH3:1])=[O:4])[CH:13]=2)[C:9]([C:16]2[O:17][CH:30]=[N:29][CH:28]=2)=[CH:10]1)[CH3:15]. The yield is 0.230. (2) The reactants are [C:1]1([C:7]2[C:8]3[CH:16]=[CH:15][CH:14]=[CH:13][C:9]=3[S:10][C:11]=2[NH2:12])[CH:6]=[CH:5][CH:4]=[CH:3][CH:2]=1.[C:17]12[C:25](=[O:26])[O:24][C:22](=[O:23])[C:18]=1[CH2:19][CH2:20][CH2:21]2. The catalyst is C1COCC1. The product is [C:1]1([C:7]2[C:8]3[CH:16]=[CH:15][CH:14]=[CH:13][C:9]=3[S:10][C:11]=2[NH:12][C:25]([C:17]2[CH2:21][CH2:20][CH2:19][C:18]=2[C:22]([OH:24])=[O:23])=[O:26])[CH:2]=[CH:3][CH:4]=[CH:5][CH:6]=1. The yield is 0.180. (3) The reactants are [Br:1][C:2]1[N:7]2[CH:8]=[CH:9][N:10]=[C:6]2[C:5](Br)=[N:4][CH:3]=1.[C:12]([SiH2:16][O:17][C:18]([CH3:33])([CH3:32])[C:19]1[CH:20]=[C:21]([NH2:31])[CH:22]=[CH:23][C:24]=1[N:25]1[CH2:30][CH2:29][O:28][CH2:27][CH2:26]1)([CH3:15])([CH3:14])[CH3:13].C(N(CC)C(C)C)(C)C. The yield is 0.170. The product is [Br:1][C:2]1[N:7]2[CH:8]=[CH:9][N:10]=[C:6]2[C:5]([NH:31][C:21]2[CH:22]=[CH:23][C:24]([N:25]3[CH2:26][CH2:27][O:28][CH2:29][CH2:30]3)=[C:19]([C:18]([CH3:33])([CH3:32])[O:17][SiH2:16][C:12]([CH3:15])([CH3:14])[CH3:13])[CH:20]=2)=[N:4][CH:3]=1. The catalyst is C(O)(C)C. (4) The reactants are [I:1][C:2]1[CH:7]=[CH:6][C:5]([N:8]2[CH2:13][CH2:12][NH:11][CH2:10][CH2:9]2)=[CH:4][CH:3]=1.[CH3:14][C:15]([CH3:17])=O.[BH-](OC(C)=O)(OC(C)=O)OC(C)=O.[Na+].CC(O)=O. The catalyst is ClCCCl.C1COCC1. The product is [I:1][C:2]1[CH:3]=[CH:4][C:5]([N:8]2[CH2:13][CH2:12][N:11]([CH:15]([CH3:17])[CH3:14])[CH2:10][CH2:9]2)=[CH:6][CH:7]=1. The yield is 0.850. (5) The reactants are [CH3:1][N:2]([CH3:27])[C:3]([C:5]1[N:10]=[C:9]2[C:11]([CH2:15][OH:16])=[C:12]([CH3:14])[NH:13][C:8]2=[C:7]([NH:17][CH2:18][C:19]2[C:24]([CH3:25])=[CH:23][CH:22]=[CH:21][C:20]=2[CH3:26])[CH:6]=1)=[O:4].[H-].[Na+].[CH2:30](Br)[C:31]1[CH:36]=[CH:35][CH:34]=[CH:33][CH:32]=1.C(=O)(O)[O-].[Na+]. The catalyst is C1COCC1.ClCCl.O. The product is [CH3:27][N:2]([CH3:1])[C:3]([C:5]1[N:10]=[C:9]2[C:11]([CH2:15][OH:16])=[C:12]([CH3:14])[N:13]([CH2:30][C:31]3[CH:36]=[CH:35][CH:34]=[CH:33][CH:32]=3)[C:8]2=[C:7]([NH:17][CH2:18][C:19]2[C:24]([CH3:25])=[CH:23][CH:22]=[CH:21][C:20]=2[CH3:26])[CH:6]=1)=[O:4]. The yield is 0.480.